Task: Predict the reactants needed to synthesize the given product.. Dataset: Full USPTO retrosynthesis dataset with 1.9M reactions from patents (1976-2016) (1) Given the product [Br:1][C:2]1[CH:7]=[CH:6][C:5]([CH2:8][O:9][CH2:20][O:21][CH3:22])=[CH:4][C:3]=1[CH3:10], predict the reactants needed to synthesize it. The reactants are: [Br:1][C:2]1[CH:7]=[CH:6][C:5]([CH2:8][OH:9])=[CH:4][C:3]=1[CH3:10].C(N(C(C)C)C(C)C)C.[CH3:20][O:21][CH2:22]Cl.Cl. (2) Given the product [F:52][C:2]([F:1])([F:51])[C:3]1[CH:4]=[C:5]([CH:44]=[C:45]([C:47]([F:48])([F:49])[F:50])[CH:46]=1)[CH2:6][N:7]([CH2:23][C:24]1[CH:29]=[C:28]([C:30]([F:31])([F:32])[F:33])[CH:27]=[CH:26][C:25]=1[O:34][C:35]1[CH:40]=[C:39]([N:41]([CH3:43])[CH3:42])[N:38]=[CH:37][N:36]=1)[C:8]1[N:9]=[CH:10][C:11]([O:14][CH2:15][CH2:16][CH2:17][C:18]([OH:20])=[O:19])=[CH:12][N:13]=1, predict the reactants needed to synthesize it. The reactants are: [F:1][C:2]([F:52])([F:51])[C:3]1[CH:4]=[C:5]([CH:44]=[C:45]([C:47]([F:50])([F:49])[F:48])[CH:46]=1)[CH2:6][N:7]([CH2:23][C:24]1[CH:29]=[C:28]([C:30]([F:33])([F:32])[F:31])[CH:27]=[CH:26][C:25]=1[O:34][C:35]1[CH:40]=[C:39]([N:41]([CH3:43])[CH3:42])[N:38]=[CH:37][N:36]=1)[C:8]1[N:13]=[CH:12][C:11]([O:14][CH2:15][CH2:16][CH2:17][C:18]([O:20]CC)=[O:19])=[CH:10][N:9]=1.[OH-].[Na+].Cl.C(OCC)(=O)C.